This data is from Forward reaction prediction with 1.9M reactions from USPTO patents (1976-2016). The task is: Predict the product of the given reaction. Given the reactants [Br:1][CH2:2][C:3]([C:5]1[CH:10]=[CH:9][C:8]([Cl:11])=[CH:7][C:6]=1[Cl:12])=O.Cl.[CH3:14][O:15][NH2:16], predict the reaction product. The product is: [CH3:14][O:15][N:16]=[C:3]([C:5]1[CH:10]=[CH:9][C:8]([Cl:11])=[CH:7][C:6]=1[Cl:12])[CH2:2][Br:1].